Dataset: Forward reaction prediction with 1.9M reactions from USPTO patents (1976-2016). Task: Predict the product of the given reaction. (1) Given the reactants [Cl:1][C:2]1[C:3](F)=[C:4]([C:8]([C:10]2[CH:15]=[CH:14][C:13]([O:16][CH3:17])=[CH:12][CH:11]=2)=O)[CH:5]=[CH:6][CH:7]=1.O.[NH2:20][NH2:21], predict the reaction product. The product is: [Cl:1][C:2]1[CH:7]=[CH:6][CH:5]=[C:4]2[C:3]=1[NH:21][N:20]=[C:8]2[C:10]1[CH:15]=[CH:14][C:13]([O:16][CH3:17])=[CH:12][CH:11]=1. (2) Given the reactants [Cl:1][C:2]1[CH:3]=[C:4]2[C:12](=[CH:13][C:14]=1[Cl:15])[N:11](S(C1C=CC(C)=CC=1)(=O)=O)[C:10]1[C:9]([C:31]([F:34])([F:33])[F:32])([O:26][Si](C)(C)C)[CH:8]([CH3:35])[CH2:7][CH2:6][C:5]2=1.[OH-].[K+].CCO, predict the reaction product. The product is: [Cl:1][C:2]1[CH:3]=[C:4]2[C:12](=[CH:13][C:14]=1[Cl:15])[NH:11][C:10]1[C:9]([C:31]([F:32])([F:33])[F:34])([OH:26])[CH:8]([CH3:35])[CH2:7][CH2:6][C:5]2=1. (3) Given the reactants C[O:2][C:3]1[CH:8]=[CH:7][C:6]([N:9]2[C:13]([CH:14]=[CH:15][C:16]3[CH:21]=[CH:20][CH:19]=[CH:18][CH:17]=3)=[CH:12][C:11]([C:22]([F:25])([F:24])[F:23])=[N:10]2)=[CH:5][CH:4]=1.B(Br)(Br)Br.C(=O)(O)[O-].[Na+], predict the reaction product. The product is: [CH:14]([C:13]1[N:9]([C:6]2[CH:7]=[CH:8][C:3]([OH:2])=[CH:4][CH:5]=2)[N:10]=[C:11]([C:22]([F:25])([F:24])[F:23])[CH:12]=1)=[CH:15][C:16]1[CH:17]=[CH:18][CH:19]=[CH:20][CH:21]=1. (4) Given the reactants [C:1]([NH:4][C:5]1[C:6]([Br:25])=[CH:7][C:8]([F:24])=[C:9]([N:11]2[C:20]3[C:15](=[CH:16][CH:17]=[C:18](Cl)[N:19]=3)[C:14](=[O:22])[CH:13]=[C:12]2[CH3:23])[CH:10]=1)(=[O:3])[CH3:2].[CH3:26][C:27]1[C:31](B(O)O)=[C:30]([CH3:35])[O:29][N:28]=1.C(N(CC)CC)C.COC1C=CC=C(OC)C=1C1C=CC=CC=1P(C1CCCCC1)C1CCCCC1, predict the reaction product. The product is: [C:1]([NH:4][C:5]1[C:6]([Br:25])=[CH:7][C:8]([F:24])=[C:9]([N:11]2[C:20]3[C:15](=[CH:16][CH:17]=[C:18]([C:31]4[C:27]([CH3:26])=[N:28][O:29][C:30]=4[CH3:35])[N:19]=3)[C:14](=[O:22])[CH:13]=[C:12]2[CH3:23])[CH:10]=1)(=[O:3])[CH3:2]. (5) Given the reactants [C:1](OC(=O)C)(=[O:3])[CH3:2].Cl.[CH2:9]([O:11][C:12](=[O:19])[C@@H:13]1[CH2:17][CH:16]([OH:18])[CH2:15][NH:14]1)[CH3:10].C(N(CC)CC)C.C(Cl)(Cl)Cl, predict the reaction product. The product is: [CH2:9]([O:11][C:12](=[O:19])[C@@H:13]1[CH2:17][CH:16]([OH:18])[CH2:15][N:14]1[C:1](=[O:3])[CH3:2])[CH3:10].